From a dataset of Reaction yield outcomes from USPTO patents with 853,638 reactions. Predict the reaction yield, written as a fraction of the theoretical maximum amount of product (1.0 means a 100% yield; for example, 0.34 means a 34% yield). The reactants are [C:1]([O:5][C:6]([N:8]1[C@H:13]([CH3:14])[CH2:12][N:11]([C:15]([O:17][CH2:18][C:19]2[CH:24]=[CH:23][CH:22]=[CH:21][CH:20]=2)=[O:16])[C@@H:10]([CH2:25][OH:26])[CH2:9]1)=[O:7])([CH3:4])([CH3:3])[CH3:2].[CH3:27]N(C)C1C2C(=CC=CC=2N(C)C)C=CC=1.C[O+](C)C. The catalyst is C(Cl)Cl. The product is [C:1]([O:5][C:6]([N:8]1[C@H:13]([CH3:14])[CH2:12][N:11]([C:15]([O:17][CH2:18][C:19]2[CH:24]=[CH:23][CH:22]=[CH:21][CH:20]=2)=[O:16])[C@@H:10]([CH2:25][O:26][CH3:27])[CH2:9]1)=[O:7])([CH3:4])([CH3:2])[CH3:3]. The yield is 0.520.